From a dataset of Catalyst prediction with 721,799 reactions and 888 catalyst types from USPTO. Predict which catalyst facilitates the given reaction. (1) Reactant: [Br:1][C:2]1[CH:7]=[C:6]([CH3:8])[CH:5]=[CH:4][N:3]=1.[Li+].CC([N-]C(C)C)C.CON(C)[C:20](=[O:22])[CH3:21].O. Product: [Br:1][C:2]1[CH:7]=[C:6]([CH2:8][C:20](=[O:22])[CH3:21])[CH:5]=[CH:4][N:3]=1. The catalyst class is: 1. (2) Reactant: [N:1]1([CH2:6][CH2:7][CH2:8][CH2:9][C:10]2[CH:26]=[CH:25][C:13]([O:14][CH2:15][C:16]3[N:17]=[C:18]([NH:21]C(=O)C)[S:19][CH:20]=3)=[CH:12][CH:11]=2)[CH:5]=[CH:4][N:3]=[N:2]1.[OH-].[Li+]. Product: [N:1]1([CH2:6][CH2:7][CH2:8][CH2:9][C:10]2[CH:11]=[CH:12][C:13]([O:14][CH2:15][C:16]3[N:17]=[C:18]([NH2:21])[S:19][CH:20]=3)=[CH:25][CH:26]=2)[CH:5]=[CH:4][N:3]=[N:2]1. The catalyst class is: 24. (3) Reactant: C([N:8]1[CH2:13][CH2:12][C:11]([OH:18])([C:14]([O:16][CH3:17])=[O:15])[CH2:10][CH2:9]1)C1C=CC=CC=1. Product: [OH:18][C:11]1([C:14]([O:16][CH3:17])=[O:15])[CH2:10][CH2:9][NH:8][CH2:13][CH2:12]1. The catalyst class is: 105. (4) Reactant: [Cl:1][C:2]1[CH:3]=[C:4]([N:10]2[C:14]([CH3:15])=[C:13]([O:16][C:17]3[CH:25]=[CH:24][C:20]([C:21](O)=[O:22])=[CH:19][CH:18]=3)[C:12]([CH3:26])=[N:11]2)[CH:5]=[CH:6][C:7]=1[C:8]#[N:9].ON1C2C=CC=CC=2N=N1.[NH:37]1[CH2:42][CH2:41][O:40][CH2:39][CH2:38]1.Cl.CN(C)CCCN=C=NCC.Cl. Product: [Cl:1][C:2]1[CH:3]=[C:4]([N:10]2[C:14]([CH3:15])=[C:13]([O:16][C:17]3[CH:25]=[CH:24][C:20]([C:21]([N:37]4[CH2:42][CH2:41][O:40][CH2:39][CH2:38]4)=[O:22])=[CH:19][CH:18]=3)[C:12]([CH3:26])=[N:11]2)[CH:5]=[CH:6][C:7]=1[C:8]#[N:9]. The catalyst class is: 3. (5) Reactant: Br[C:2]1[CH:3]=[C:4]2[C:8](=[CH:9][CH:10]=1)[NH:7][CH:6]=[C:5]2[CH2:11][C:12]([OH:14])=[O:13].C([Li])(C)(C)C.[B:20](OC(C)C)([O:25]C(C)C)[O:21]C(C)C. Product: [C:12]([CH2:11][C:5]1[C:4]2[C:8](=[CH:9][CH:10]=[C:2]([B:20]([OH:25])[OH:21])[CH:3]=2)[NH:7][CH:6]=1)([OH:14])=[O:13]. The catalyst class is: 1. (6) Reactant: CO.[C:3]([O-])(=[S:5])[CH3:4].[K+].[C:8]([C:12]1[CH:17]=[CH:16][C:15]([CH:18](Br)[C:19]([O:21][CH3:22])=[O:20])=[CH:14][CH:13]=1)([CH3:11])([CH3:10])[CH3:9].CCCCCCC. Product: [C:3]([CH:18]([C:15]1[CH:16]=[CH:17][C:12]([C:8]([CH3:11])([CH3:10])[CH3:9])=[CH:13][CH:14]=1)[C:19]([O:21][CH3:22])=[O:20])(=[S:5])[CH3:4]. The catalyst class is: 6. (7) Reactant: C(OC(=O)[NH:7][CH2:8][C:9]1[CH:14]=[CH:13][C:12]([C:15]2[N:19]3[CH:20]=[CH:21][C:22]([C:24]4[CH:29]=[CH:28][C:27]([C:30]([N:32]5[CH2:37][CH2:36][N:35]([CH3:38])[CH2:34][CH2:33]5)=[O:31])=[CH:26][CH:25]=4)=[CH:23][C:18]3=[N:17][CH:16]=2)=[CH:11][CH:10]=1)(C)(C)C.[ClH:40]. Product: [ClH:40].[ClH:40].[NH2:7][CH2:8][C:9]1[CH:10]=[CH:11][C:12]([C:15]2[N:19]3[CH:20]=[CH:21][C:22]([C:24]4[CH:25]=[CH:26][C:27]([C:30]([N:32]5[CH2:37][CH2:36][N:35]([CH3:38])[CH2:34][CH2:33]5)=[O:31])=[CH:28][CH:29]=4)=[CH:23][C:18]3=[N:17][CH:16]=2)=[CH:13][CH:14]=1. The catalyst class is: 12. (8) Reactant: [F:1][C:2]([F:21])([F:20])[S:3](N(C1C=CC=CN=1)[S:3]([C:2]([F:21])([F:20])[F:1])(=[O:5])=[O:4])(=[O:5])=[O:4].[CH3:22][C:23]([C:43]1[N:48]=[CH:47][C:46]([OH:49])=[CH:45][CH:44]=1)([C:27]1[CH:32]=[CH:31][C:30]([C:33]2[N:34]=[N:35][C:36]([C:39]([F:42])([F:41])[F:40])=[CH:37][CH:38]=2)=[CH:29][CH:28]=1)[CH:24]([CH3:26])[CH3:25].C(N(CC)CC)C. Product: [F:1][C:2]([F:21])([F:20])[S:3]([O:49][C:46]1[CH:47]=[N:48][C:43]([C:23]([CH3:22])([C:27]2[CH:28]=[CH:29][C:30]([C:33]3[N:34]=[N:35][C:36]([C:39]([F:42])([F:41])[F:40])=[CH:37][CH:38]=3)=[CH:31][CH:32]=2)[CH:24]([CH3:26])[CH3:25])=[CH:44][CH:45]=1)(=[O:5])=[O:4]. The catalyst class is: 79.